Dataset: Catalyst prediction with 721,799 reactions and 888 catalyst types from USPTO. Task: Predict which catalyst facilitates the given reaction. (1) Product: [N:11]1([CH:14]2[CH:19]3[CH2:18][CH2:17][N:16]([CH2:21][CH2:20]3)[CH2:15]2)[CH2:10][CH2:9][NH:8][CH2:13][CH2:12]1. The catalyst class is: 19. Reactant: C([N:8]1[CH2:13][CH2:12][N:11]([CH:14]2[CH:19]3[CH2:20][CH2:21][N:16]([CH2:17][CH2:18]3)[CH2:15]2)[CH2:10][CH2:9]1)C1C=CC=CC=1.[H][H]. (2) Reactant: [OH:1][C:2]1[CH:9]=[C:8]([O:10][CH3:11])[C:7]([C:12]2[S:13][CH:14]=[CH:15][CH:16]=2)=[CH:6][C:3]=1[CH:4]=[O:5].C(=O)([O-])[O-].[K+].[K+].Br[CH2:24][CH2:25][O:26][CH2:27][CH2:28][O:29][CH3:30]. Product: [CH3:11][O:10][C:8]1[C:7]([C:12]2[S:13][CH:14]=[CH:15][CH:16]=2)=[CH:6][C:3]([CH:4]=[O:5])=[C:2]([O:1][CH2:24][CH2:25][O:26][CH2:27][CH2:28][O:29][CH3:30])[CH:9]=1. The catalyst class is: 35. (3) Reactant: [C:1]([O-:4])([O-])=O.[K+].[K+].[OH2:7].[NH2:8][NH2:9].CO[C:12]1[CH:13]=[C:14]([CH:18]=[CH:19][CH:20]=1)[C:15](Cl)=O.[CH2:21](Cl)Cl. Product: [CH3:21][O:7][C:13]1[C:14]([CH3:15])=[C:18]([CH:19]=[CH:20][CH:12]=1)[C:1]([NH:8][NH2:9])=[O:4]. The catalyst class is: 408. (4) Reactant: [CH2:1]([O:4][CH2:5][C@H:6]([NH:13][CH2:14][C@@H:15]([OH:37])[C@@H:16]([NH:26]C(=O)OCC1C=CC=CC=1)[CH2:17][C:18]1[CH:23]=[C:22]([F:24])[CH:21]=[C:20]([F:25])[CH:19]=1)[C:7]1[CH:12]=[CH:11][CH:10]=[CH:9][CH:8]=1)[CH:2]=[CH2:3]. Product: [CH2:1]([O:4][CH2:5][C@H:6]([NH:13][CH2:14][C@@H:15]([OH:37])[C@@H:16]([NH2:26])[CH2:17][C:18]1[CH:19]=[C:20]([F:25])[CH:21]=[C:22]([F:24])[CH:23]=1)[C:7]1[CH:12]=[CH:11][CH:10]=[CH:9][CH:8]=1)[CH:2]=[CH2:3]. The catalyst class is: 149. (5) Reactant: [NH2:1][C:2]1[N:7]=[C:6]([C:8]2[O:9][CH:10]=[CH:11][CH:12]=2)[C:5]([C:13]#[N:14])=[C:4]([O:15][CH2:16][CH2:17][C:18]2[CH:23]=[CH:22][CH:21]=[CH:20][N:19]=2)[N:3]=1.[Cl:24]N1C(=O)CCC1=O. Product: [NH2:1][C:2]1[N:7]=[C:6]([C:8]2[O:9][C:10]([Cl:24])=[CH:11][CH:12]=2)[C:5]([C:13]#[N:14])=[C:4]([O:15][CH2:16][CH2:17][C:18]2[CH:23]=[CH:22][CH:21]=[CH:20][N:19]=2)[N:3]=1. The catalyst class is: 3. (6) Reactant: [Cl:1][C:2]1[C:3]([F:23])=[C:4]([CH:20]=[CH:21][CH:22]=1)[CH2:5][C:6]1[C:7]([O:18][CH3:19])=[CH:8][C:9]([O:16][CH3:17])=[C:10]([CH:15]=1)[C:11]([O:13]C)=[O:12].[OH-].[Na+]. Product: [Cl:1][C:2]1[C:3]([F:23])=[C:4]([CH:20]=[CH:21][CH:22]=1)[CH2:5][C:6]1[C:7]([O:18][CH3:19])=[CH:8][C:9]([O:16][CH3:17])=[C:10]([CH:15]=1)[C:11]([OH:13])=[O:12]. The catalyst class is: 32. (7) Reactant: [Cl:1][C:2]1[CH:3]=[C:4]([CH:8]=[C:9]([O:11][C:12]([F:15])([F:14])[F:13])[CH:10]=1)[CH2:5][C:6]#N.[OH2:16].[OH-:17].[K+]. Product: [Cl:1][C:2]1[CH:3]=[C:4]([CH2:5][C:6]([OH:17])=[O:16])[CH:8]=[C:9]([O:11][C:12]([F:15])([F:14])[F:13])[CH:10]=1. The catalyst class is: 41.